Dataset: Forward reaction prediction with 1.9M reactions from USPTO patents (1976-2016). Task: Predict the product of the given reaction. (1) Given the reactants C(=O)([O-])[O-].[K+].[K+].[Br:7][C:8]1[CH:13]=[CH:12][CH:11]=[CH:10][C:9]=1B(O)O.Br[C:18]1[CH:23]=[CH:22][C:21]([C:24]([CH3:27])([CH3:26])[CH3:25])=[CH:20][CH:19]=1.N#N.C1(P(C2C=CC=CC=2)C2C=CC=CC=2)C=CC=CC=1, predict the reaction product. The product is: [Br:7][C:8]1[CH:13]=[CH:12][CH:11]=[CH:10][C:9]=1[C:18]1[CH:23]=[CH:22][C:21]([C:24]([CH3:27])([CH3:26])[CH3:25])=[CH:20][CH:19]=1. (2) Given the reactants [CH3:1][O:2][C:3](=[O:7])[CH2:4][O:5][CH3:6].C(N(C(C)C)C(C)C)C.[CH3:17][C:18]1[O:22][C:21]([C:23]2[CH:28]=[CH:27][CH:26]=[CH:25][CH:24]=2)=[N:20][C:19]=1[CH2:29][CH2:30][O:31][C:32]1[C:40]2[CH:39]=[CH:38][S:37][C:36]=2[C:35]([CH:41]=[O:42])=[CH:34][CH:33]=1, predict the reaction product. The product is: [CH3:1][O:2][C:3](=[O:7])[CH:4]([O:5][CH3:6])[CH:41]([OH:42])[C:35]1[C:36]2[S:37][CH:38]=[CH:39][C:40]=2[C:32]([O:31][CH2:30][CH2:29][C:19]2[N:20]=[C:21]([C:23]3[CH:28]=[CH:27][CH:26]=[CH:25][CH:24]=3)[O:22][C:18]=2[CH3:17])=[CH:33][CH:34]=1. (3) Given the reactants [ClH:1].Cl.N1(CCOC2C=CC(N(C3C=CC(OCCN4CCCCC4)=CC=3)C(=O)C3C=CC([F:26])=CC=3)=CC=2)CCCCC1.Cl.Cl.N1(CCOC2C=CC(N(C3C=CC(OCCN4CCCCC4)=CC=3)C(=O)C3C=CC=CC=3)=CC=2)CCCCC1.Cl.Cl.[N:86]1([CH2:92][CH2:93][O:94][C:95]2[CH:100]=[CH:99][C:98]([N:101]([C:119]3[CH:124]=[CH:123][CH:122]=[CH:121][CH:120]=3)[C:102](=[O:118])[C:103]3[CH:108]=[CH:107][C:106]([O:109][CH2:110][CH2:111][N:112]4[CH2:117][CH2:116][CH2:115][CH2:114][CH2:113]4)=[CH:105][CH:104]=3)=[CH:97][CH:96]=2)[CH2:91][CH2:90][CH2:89][CH2:88][CH2:87]1, predict the reaction product. The product is: [ClH:1].[ClH:1].[F:26][C:122]1[CH:121]=[CH:120][C:119]([N:101]([C:98]2[CH:97]=[CH:96][C:95]([O:94][CH2:93][CH2:92][N:86]3[CH2:91][CH2:90][CH2:89][CH2:88][CH2:87]3)=[CH:100][CH:99]=2)[C:102](=[O:118])[C:103]2[CH:108]=[CH:107][C:106]([O:109][CH2:110][CH2:111][N:112]3[CH2:113][CH2:114][CH2:115][CH2:116][CH2:117]3)=[CH:105][CH:104]=2)=[CH:124][CH:123]=1. (4) Given the reactants C(C1OC=CC=1)(=O)C.[F:9][C:10]1[CH:15]=[CH:14][C:13]([C:16](=[O:18])[CH3:17])=[CH:12][CH:11]=1.[Cl:19][C:20]1[CH:38]=[CH:37][C:23]([CH2:24][N:25]2[C:33]3[C:28](=[CH:29][C:30](F)=[CH:31][CH:32]=3)[C:27](=[O:35])[C:26]2=[O:36])=[CH:22][CH:21]=1.ClC1C=CC(CN2C3C(=CC=CC=3)C(=O)C2=O)=CC=1, predict the reaction product. The product is: [Cl:19][C:20]1[CH:21]=[CH:22][C:23]([CH2:24][N:25]2[C:33]3[C:28](=[CH:29][CH:30]=[CH:31][CH:32]=3)[C:27]([CH2:17][C:16]([C:13]3[CH:14]=[CH:15][C:10]([F:9])=[CH:11][CH:12]=3)=[O:18])([OH:35])[C:26]2=[O:36])=[CH:37][CH:38]=1. (5) Given the reactants [Cl:1][C:2]1[C:10]([S:11]([N:14]2[CH2:19][CH2:18][N:17]([C:20]3[CH:25]=[CH:24][C:23]([F:26])=[CH:22][C:21]=3[C:27]([F:30])([F:29])[F:28])[CH2:16][CH:15]2[CH3:31])(=[O:13])=[O:12])=[CH:9][C:5]([C:6](O)=[O:7])=[C:4]([F:32])[CH:3]=1.C1N=C[N:35](C(N2C=NC=C2)=O)C=1.Cl, predict the reaction product. The product is: [Cl:1][C:2]1[C:10]([S:11]([N:14]2[CH2:19][CH2:18][N:17]([C:20]3[CH:25]=[CH:24][C:23]([F:26])=[CH:22][C:21]=3[C:27]([F:28])([F:29])[F:30])[CH2:16][C@H:15]2[CH3:31])(=[O:13])=[O:12])=[CH:9][C:5]([C:6]([NH2:35])=[O:7])=[C:4]([F:32])[CH:3]=1. (6) Given the reactants Cl[CH2:2][CH2:3][NH:4][C:5]1[CH:10]=[CH:9][C:8]([C:11]2[NH:20][C:14]3=[N:15][CH:16]=[C:17]([Cl:19])[CH:18]=[C:13]3[C:12]=2[C:21]2[CH:22]=[N:23][CH:24]=[N:25][CH:26]=2)=[CH:7][CH:6]=1.[CH3:27][N:28]1[CH2:33][CH2:32][NH:31][CH2:30][CH2:29]1, predict the reaction product. The product is: [Cl:19][C:17]1[CH:18]=[C:13]2[C:12]([C:21]3[CH:26]=[N:25][CH:24]=[N:23][CH:22]=3)=[C:11]([C:8]3[CH:7]=[CH:6][C:5]([NH:4][CH2:3][CH2:2][N:31]4[CH2:32][CH2:33][N:28]([CH3:27])[CH2:29][CH2:30]4)=[CH:10][CH:9]=3)[NH:20][C:14]2=[N:15][CH:16]=1. (7) Given the reactants [O:1]=[C:2]1[CH2:8][C:7]([C:9]2[CH:10]=[C:11]([CH:14]=[CH:15][CH:16]=2)[C:12]#[N:13])=[N:6][C:5]2[CH:17]=[CH:18][C:19]([C:21]#[C:22][C:23]3[CH2:24][CH2:25][NH:26][CH2:27][CH:28]=3)=[CH:20][C:4]=2[NH:3]1.[CH3:29][C:30](OC(C)=O)=[O:31], predict the reaction product. The product is: [C:30]([N:26]1[CH2:25][CH:24]=[C:23]([C:22]#[C:21][C:19]2[CH:18]=[CH:17][C:5]3[N:6]=[C:7]([C:9]4[CH:10]=[C:11]([CH:14]=[CH:15][CH:16]=4)[C:12]#[N:13])[CH2:8][C:2](=[O:1])[NH:3][C:4]=3[CH:20]=2)[CH2:28][CH2:27]1)(=[O:31])[CH3:29]. (8) The product is: [Br:1][C:2]1[CH:11]=[C:10]2[C:5]([CH:6]=[CH:7][C:8]([C:19]3[CH:18]=[N:17][N:16]([CH2:15][C:14]([CH3:30])([OH:31])[CH3:13])[CH:20]=3)=[N:9]2)=[CH:4][N:3]=1. Given the reactants [Br:1][C:2]1[CH:11]=[C:10]2[C:5]([CH:6]=[CH:7][C:8](Cl)=[N:9]2)=[CH:4][N:3]=1.[CH3:13][C:14]([OH:31])([CH3:30])[CH2:15][N:16]1[CH:20]=[C:19](B2OC(C)(C)C(C)(C)O2)[CH:18]=[N:17]1, predict the reaction product. (9) Given the reactants C([O:9][C@:10]1([CH3:46])[CH:14]([O:15]C(=O)C2C=CC=CC=2)[CH:13]([CH2:24][O:25]C(=O)C2C=CC=CC=2)[O:12][C@H:11]1[N:34]1[C:38]2[N:39]=[CH:40][N:41]=[C:42]([NH2:43])[C:37]=2[C:36]([C:44]#[N:45])=[CH:35]1)(=O)C1C=CC=CC=1.N, predict the reaction product. The product is: [NH2:43][C:42]1[C:37]2[C:36]([C:44]#[N:45])=[CH:35][N:34]([C@H:11]3[C@@:10]([OH:9])([CH3:46])[CH:14]([OH:15])[CH:13]([CH2:24][OH:25])[O:12]3)[C:38]=2[N:39]=[CH:40][N:41]=1. (10) Given the reactants [Cl:1][C:2]1[CH:7]=[CH:6][C:5]([C:8]2[S:16][C:15]3[C:14](=[O:17])[N:13]([C:18]4[CH:32]=[CH:31][C:21]([O:22][CH2:23][C:24]([O:26]C(C)(C)C)=[O:25])=[C:20]([O:33][CH3:34])[CH:19]=4)[CH:12]=[N:11][C:10]=3[CH:9]=2)=[CH:4][CH:3]=1.C(O)(C(F)(F)F)=O.C(Cl)Cl, predict the reaction product. The product is: [Cl:1][C:2]1[CH:7]=[CH:6][C:5]([C:8]2[S:16][C:15]3[C:14](=[O:17])[N:13]([C:18]4[CH:32]=[CH:31][C:21]([O:22][CH2:23][C:24]([OH:26])=[O:25])=[C:20]([O:33][CH3:34])[CH:19]=4)[CH:12]=[N:11][C:10]=3[CH:9]=2)=[CH:4][CH:3]=1.